Dataset: Reaction yield outcomes from USPTO patents with 853,638 reactions. Task: Predict the reaction yield, written as a fraction of the theoretical maximum amount of product (1.0 means a 100% yield; for example, 0.34 means a 34% yield). (1) The yield is 0.706. The product is [Cl:1][C:2]1[CH:3]=[C:4]([C:12]2[N:16]=[C:15]([C:17]3[CH:22]=[CH:21][C:20]([C:23]([NH:26][CH2:27][CH2:28][C:29]([OH:31])=[O:30])([CH3:25])[CH3:24])=[CH:19][CH:18]=3)[O:14][N:13]=2)[CH:5]=[CH:6][C:7]=1[O:8][CH:9]([CH3:11])[CH3:10]. The catalyst is C(O)C.C(Cl)Cl.CCOCC. The reactants are [Cl:1][C:2]1[CH:3]=[C:4]([C:12]2[N:16]=[C:15]([C:17]3[CH:22]=[CH:21][C:20]([C:23]([NH:26][CH2:27][CH2:28][C:29]([O:31]C)=[O:30])([CH3:25])[CH3:24])=[CH:19][CH:18]=3)[O:14][N:13]=2)[CH:5]=[CH:6][C:7]=1[O:8][CH:9]([CH3:11])[CH3:10].[OH-].[Na+].C(O)(=O)C.Cl. (2) The reactants are Cl[C:2]1[N:7]2[N:8]=[CH:9][C:10]([C:11]([O:13][CH2:14][CH3:15])=[O:12])=[C:6]2[N:5]=[CH:4][C:3]=1[C:16]([N:18]1[CH2:23][CH2:22][CH:21]([C:24]2[CH:29]=[CH:28][CH:27]=[CH:26][CH:25]=2)[CH2:20][CH2:19]1)=[O:17].[CH3:30][N:31]1[C:39]2[C:34](=[CH:35][C:36]([NH2:40])=[CH:37][CH:38]=2)[CH:33]=[CH:32]1. No catalyst specified. The product is [CH2:14]([O:13][C:11]([C:10]1[CH:9]=[N:8][N:7]2[C:2]([NH:40][C:36]3[CH:35]=[C:34]4[C:39](=[CH:38][CH:37]=3)[N:31]([CH3:30])[CH:32]=[CH:33]4)=[C:3]([C:16]([N:18]3[CH2:23][CH2:22][CH:21]([C:24]4[CH:29]=[CH:28][CH:27]=[CH:26][CH:25]=4)[CH2:20][CH2:19]3)=[O:17])[CH:4]=[N:5][C:6]=12)=[O:12])[CH3:15]. The yield is 0.900. (3) The reactants are Br[C:2]1[CH:7]=[C:6]([O:8][CH3:9])[CH:5]=[CH:4][C:3]=1[O:10][CH2:11][CH2:12][CH2:13][CH3:14].O(C1C=CC=CC=1P(C1C=CC=CC=1)C1C=CC=CC=1)C1C=CC=CC=1P(C1C=CC=CC=1)C1C=CC=CC=1.[CH3:54][C:55]1([CH3:62])[C:59]([CH3:61])([CH3:60])[O:58][BH:57][O:56]1. The catalyst is O1CCOCC1.C([O-])(=O)C.[Pd+2].C([O-])(=O)C. The product is [CH2:11]([O:10][C:3]1[CH:4]=[CH:5][C:6]([O:8][CH3:9])=[CH:7][C:2]=1[B:57]1[O:58][C:59]([CH3:61])([CH3:60])[C:55]([CH3:62])([CH3:54])[O:56]1)[CH2:12][CH2:13][CH3:14]. The yield is 0.410. (4) The reactants are Cl.[NH2:2][C@H:3]1[C:12]2[C:7](=[CH:8][CH:9]=[C:10]([C:13]3[CH:18]=[CH:17][C:16]([C:19]([N:21]4[CH2:26][CH2:25][O:24][CH2:23][CH2:22]4)=[O:20])=[CH:15][N:14]=3)[CH:11]=2)[N:6]([C:27](=[O:29])[CH3:28])[C@@H:5]([CH3:30])[CH2:4]1.Br[C:32]1[CH:37]=[CH:36][CH:35]=[CH:34][N:33]=1.C1(P(C2CCCCC2)C2C=CC=CC=2C2C(N(C)C)=CC=CC=2)CCCCC1.CC(C)([O-])C.[Na+]. The catalyst is O1CCOCC1.C(#N)C.C(=O)(O)[O-].[NH4+].C1C=CC(/C=C/C(/C=C/C2C=CC=CC=2)=O)=CC=1.C1C=CC(/C=C/C(/C=C/C2C=CC=CC=2)=O)=CC=1.C1C=CC(/C=C/C(/C=C/C2C=CC=CC=2)=O)=CC=1.[Pd].[Pd]. The product is [CH3:30][C@H:5]1[CH2:4][C@@H:3]([NH:2][C:32]2[CH:37]=[CH:36][CH:35]=[CH:34][N:33]=2)[C:12]2[C:7](=[CH:8][CH:9]=[C:10]([C:13]3[CH:18]=[CH:17][C:16]([C:19]([N:21]4[CH2:26][CH2:25][O:24][CH2:23][CH2:22]4)=[O:20])=[CH:15][N:14]=3)[CH:11]=2)[N:6]1[C:27](=[O:29])[CH3:28]. The yield is 0.380. (5) The reactants are [CH2:1]([O:8][C@H:9]1[C@H:14]([O:15][CH2:16][C:17]2[CH:22]=[CH:21][CH:20]=[CH:19][CH:18]=2)[C@@H:13]([O:23][CH2:24][C:25]2[CH:30]=[CH:29][CH:28]=[CH:27][CH:26]=2)[C@H:12]([C:31]2[CH:36]=[C:35]([CH2:37][C:38]3[CH:43]=[CH:42][C:41]([O:44][CH2:45][CH3:46])=[CH:40][CH:39]=3)[C:34](Cl)=[C:33](Br)[C:32]=2[O:49][CH2:50][CH2:51][CH2:52]Cl)[O:11][C@@H:10]1[CH2:54][O:55][CH2:56][C:57]1[CH:62]=[CH:61][CH:60]=[CH:59][CH:58]=1)[C:2]1[CH:7]=[CH:6][CH:5]=[CH:4][CH:3]=1.[Li]CCCC.[NH4+].[Cl-:69]. The catalyst is C1COCC1. The product is [Cl:69][C:34]1[C:35]([CH2:37][C:38]2[CH:43]=[CH:42][C:41]([O:44][CH2:45][CH3:46])=[CH:40][CH:39]=2)=[CH:36][C:31]([C@H:12]2[C@H:13]([O:23][CH2:24][C:25]3[CH:30]=[CH:29][CH:28]=[CH:27][CH:26]=3)[C@@H:14]([O:15][CH2:16][C:17]3[CH:18]=[CH:19][CH:20]=[CH:21][CH:22]=3)[C@H:9]([O:8][CH2:1][C:2]3[CH:7]=[CH:6][CH:5]=[CH:4][CH:3]=3)[C@@H:10]([CH2:54][O:55][CH2:56][C:57]3[CH:62]=[CH:61][CH:60]=[CH:59][CH:58]=3)[O:11]2)=[C:32]2[C:33]=1[CH2:52][CH2:51][CH2:50][O:49]2. The yield is 0.280.